Regression/Classification. Given a drug SMILES string, predict its absorption, distribution, metabolism, or excretion properties. Task type varies by dataset: regression for continuous measurements (e.g., permeability, clearance, half-life) or binary classification for categorical outcomes (e.g., BBB penetration, CYP inhibition). Dataset: b3db_classification. From a dataset of Blood-brain barrier permeability classification from the B3DB database. (1) The molecule is CC(=O)OCC1=C(C(=O)O)N2C(=O)C(NC(=O)Cc3cccs3)[C@@H]2SC1. The result is 0 (does not penetrate BBB). (2) The drug is COc1ccc([C@H]2[C@@H](S(=O)(=O)c3ccccc3)[C@]2(C#N)C=O)cc1. The result is 1 (penetrates BBB). (3) The molecule is C=CC. The result is 1 (penetrates BBB). (4) The molecule is COc1ccc([C@@H](Nc2ncccc2C(N)=O)C2CC(O)C2)cc1F. The result is 0 (does not penetrate BBB). (5) The drug is CC(CCc1ccccc1)NC(C)C(O)c1ccc(O)cc1. The result is 0 (does not penetrate BBB). (6) The compound is CC(=O)N(C[C@H](O)CO)c1c(I)c(C(=O)NC[C@H](O)CO)c(I)c(C(=O)NC[C@H](O)CO)c1I. The result is 0 (does not penetrate BBB).